From a dataset of Forward reaction prediction with 1.9M reactions from USPTO patents (1976-2016). Predict the product of the given reaction. Given the reactants [F:1][C:2]([F:7])([F:6])[C:3]([OH:5])=[O:4].[CH2:8]([C:10]1[C:15]([CH2:16]O)=[CH:14][CH:13]=[CH:12][C:11]=1[NH:18][C:19]1[C:24]([C:25]([NH2:27])=[O:26])=[CH:23][N:22]=[C:21]2[NH:28][C:29]([C:31]3[CH:36]=[CH:35][C:34]([F:37])=[CH:33][CH:32]=3)=[CH:30][C:20]=12)[CH3:9].O=S(Cl)Cl.C(Cl)C1C=CC=CC=1.[NH2:50][CH2:51][CH2:52][OH:53], predict the reaction product. The product is: [F:1][C:2]([F:7])([F:6])[C:3]([OH:5])=[O:4].[CH2:8]([C:10]1[C:15]([CH2:16][NH:50][CH2:51][CH2:52][OH:53])=[CH:14][CH:13]=[CH:12][C:11]=1[NH:18][C:19]1[C:24]([C:25]([NH2:27])=[O:26])=[CH:23][N:22]=[C:21]2[NH:28][C:29]([C:31]3[CH:32]=[CH:33][C:34]([F:37])=[CH:35][CH:36]=3)=[CH:30][C:20]=12)[CH3:9].